This data is from hERG potassium channel inhibition data for cardiac toxicity prediction from Karim et al.. The task is: Regression/Classification. Given a drug SMILES string, predict its toxicity properties. Task type varies by dataset: regression for continuous values (e.g., LD50, hERG inhibition percentage) or binary classification for toxic/non-toxic outcomes (e.g., AMES mutagenicity, cardiotoxicity, hepatotoxicity). Dataset: herg_karim. (1) The drug is FC(F)(F)c1ccc(Nc2nc(CN3CCOCC3)nc3cc(-c4ncccc4C(F)(F)F)ccc23)cc1. The result is 1 (blocker). (2) The molecule is COc1cc(F)ccc1-c1cncc(CNC2CCCCC2)c1. The result is 1 (blocker). (3) The drug is O=c1ccc2ncc(F)c3c2n1CC3(O)CC12CCC(NCOc3cc(F)ccc3F)(CC1)CO2. The result is 1 (blocker). (4) The drug is NCCCC[C@H](NC(=O)OCc1ccccc1)C(=O)c1noc(Cc2ccc(C(=O)NCCc3cccs3)cc2)n1. The result is 1 (blocker). (5) The molecule is CC[C@H](C)n1cc(C)c2c(C(=O)NCc3c(C)cc(C)[nH]c3=O)cc(-c3ccc(N4CCNCC4)nc3)cc21. The result is 0 (non-blocker). (6) The result is 0 (non-blocker). The compound is COc1ccc(C[C@@H](C(=O)O)N2CCC(CN3CCC(Oc4ccc(Cl)c(Cl)c4)CC3)CC2)cc1. (7) The compound is CN1CCC(COCc2cc(C(F)(F)F)cc(C3CCCC3)n2)(c2ccc(F)cc2)CC1. The result is 0 (non-blocker). (8) The drug is Cn1c(SCCCN2CC3CCN(c4ccc(C(F)(F)F)cc4)C3C2)nnc1-c1cc[nH]c(=O)c1. The result is 1 (blocker).